The task is: Predict the reactants needed to synthesize the given product.. This data is from Full USPTO retrosynthesis dataset with 1.9M reactions from patents (1976-2016). Given the product [C:46]([O:50][CH2:51][CH2:52][CH2:53][CH3:54])(=[O:49])[CH:47]=[CH2:48], predict the reactants needed to synthesize it. The reactants are: C([O-])(=O)CCCCCCCCCCC.C([Sn+2]CCCCCCCC)CCCCCCC.C([O-])(=O)CCCCCCCCCCC.[C:46]([O:50][CH2:51][CH2:52][CH2:53][CH3:54])(=[O:49])[CH:47]=[CH2:48].C=C.